Task: Predict the product of the given reaction.. Dataset: Forward reaction prediction with 1.9M reactions from USPTO patents (1976-2016) (1) Given the reactants [CH2:1]([O:3][C:4]1[CH:9]=[CH:8][CH:7]=[CH:6][C:5]=1I)[CH3:2].[CH2:11]([CH:15]1[CH2:20][CH2:19][N:18]([CH2:21][CH2:22][CH2:23][C:24]#N)[CH2:17][CH2:16]1)[CH2:12][CH2:13][CH3:14].CC[O:28]C(C)=O, predict the reaction product. The product is: [CH2:11]([CH:15]1[CH2:20][CH2:19][N:18]([CH2:21][CH2:22][CH2:23][C:24]([C:5]2[CH:6]=[CH:7][CH:8]=[CH:9][C:4]=2[O:3][CH2:1][CH3:2])=[O:28])[CH2:17][CH2:16]1)[CH2:12][CH2:13][CH3:14]. (2) Given the reactants [CH2:1]([O:3][C:4]1[C:13]2[C:8](=[CH:9][CH:10]=[C:11](/[CH:14]=[C:15]3/[C:16](=[O:22])[N:17]=[C:18](SC)[S:19]/3)[CH:12]=2)[N:7]=[CH:6][C:5]=1[C:23]#[N:24])[CH3:2].[N:25]1[CH:30]=[CH:29][CH:28]=[CH:27][C:26]=1[CH2:31][NH2:32].CCN(C(C)C)C(C)C, predict the reaction product. The product is: [CH2:1]([O:3][C:4]1[C:13]2[C:8](=[CH:9][CH:10]=[C:11](/[CH:14]=[C:15]3/[C:16](=[O:22])[N:17]=[C:18]([NH:32][CH2:31][C:26]4[CH:27]=[CH:28][CH:29]=[CH:30][N:25]=4)[S:19]/3)[CH:12]=2)[N:7]=[CH:6][C:5]=1[C:23]#[N:24])[CH3:2]. (3) Given the reactants [CH3:1][O:2][C:3]1[C:4](=O)[C:5]2[C:10]([C:11](=O)[CH:12]=1)=[CH:9][CH:8]=[CH:7][CH:6]=2.[Li+].[C-:16]#[C:17][C:18]1[CH:23]=[CH:22][CH:21]=[CH:20][CH:19]=1.[Sn](Cl)(Cl)(Cl)Cl.O, predict the reaction product. The product is: [C:18]1([C:17]#[C:16][C:4]2[C:5]3[C:10](=[CH:9][CH:8]=[CH:7][CH:6]=3)[C:11]([C:7]#[C:6][C:5]3[CH:10]=[CH:11][CH:12]=[CH:3][CH:4]=3)=[CH:12][C:3]=2[O:2][CH3:1])[CH:23]=[CH:22][CH:21]=[CH:20][CH:19]=1.